Dataset: Forward reaction prediction with 1.9M reactions from USPTO patents (1976-2016). Task: Predict the product of the given reaction. (1) Given the reactants O.[NH2:2][NH2:3].[CH2:4]([NH:6][C:7](=[O:44])[NH:8][C:9]1[N:14]=[CH:13][C:12]([C:15]2[C:16]([O:25][CH2:26][CH2:27][N:28]3[CH2:33][CH2:32][N:31]([CH3:34])[CH2:30][CH2:29]3)=[N:17][CH:18]=[C:19]([C:21]([O:23]C)=O)[CH:20]=2)=[C:11]([C:35]2[S:36][CH:37]=[C:38]([C:40]([F:43])([F:42])[F:41])[N:39]=2)[CH:10]=1)[CH3:5].C(NC(=O)NC1N=CC(C2C(OCCN3CCN(C)CC3)=NC=C(C(OCCN3CCN(C)CC3)=O)C=2)=C(C2SC=C(C(F)(F)F)N=2)C=1)C, predict the reaction product. The product is: [CH2:4]([NH:6][C:7]([NH:8][C:9]1[N:14]=[CH:13][C:12]([C:15]2[C:16]([O:25][CH2:26][CH2:27][N:28]3[CH2:29][CH2:30][N:31]([CH3:34])[CH2:32][CH2:33]3)=[N:17][CH:18]=[C:19]([C:21]([NH:2][NH2:3])=[O:23])[CH:20]=2)=[C:11]([C:35]2[S:36][CH:37]=[C:38]([C:40]([F:42])([F:43])[F:41])[N:39]=2)[CH:10]=1)=[O:44])[CH3:5]. (2) Given the reactants [CH:1]([C:4]1[CH:5]=[CH:6][C:7]([NH2:10])=[N:8][CH:9]=1)([CH3:3])[CH3:2].N#N.[Li][CH2:14]CCC.IC, predict the reaction product. The product is: [CH:1]([C:4]1[CH:5]=[CH:6][C:7]([NH:10][CH3:14])=[N:8][CH:9]=1)([CH3:3])[CH3:2].